Dataset: NCI-60 drug combinations with 297,098 pairs across 59 cell lines. Task: Regression. Given two drug SMILES strings and cell line genomic features, predict the synergy score measuring deviation from expected non-interaction effect. (1) Drug 1: CN(C)C1=NC(=NC(=N1)N(C)C)N(C)C. Drug 2: C(CCl)NC(=O)N(CCCl)N=O. Cell line: M14. Synergy scores: CSS=-3.85, Synergy_ZIP=2.27, Synergy_Bliss=2.65, Synergy_Loewe=-1.73, Synergy_HSA=-0.819. (2) Drug 1: C1C(C(OC1N2C=C(C(=O)NC2=O)F)CO)O. Drug 2: CN(CCCl)CCCl.Cl. Cell line: COLO 205. Synergy scores: CSS=44.1, Synergy_ZIP=-6.85, Synergy_Bliss=-7.32, Synergy_Loewe=-0.372, Synergy_HSA=1.30. (3) Drug 1: CC1=C(C=C(C=C1)NC2=NC=CC(=N2)N(C)C3=CC4=NN(C(=C4C=C3)C)C)S(=O)(=O)N.Cl. Drug 2: CC1=C(C(=CC=C1)Cl)NC(=O)C2=CN=C(S2)NC3=CC(=NC(=N3)C)N4CCN(CC4)CCO. Cell line: T-47D. Synergy scores: CSS=12.8, Synergy_ZIP=0.150, Synergy_Bliss=2.68, Synergy_Loewe=3.25, Synergy_HSA=3.90.